Predict the reaction yield, written as a fraction of the theoretical maximum amount of product (1.0 means a 100% yield; for example, 0.34 means a 34% yield). From a dataset of Reaction yield outcomes from USPTO patents with 853,638 reactions. (1) The reactants are C[C:2]1[CH:7]=[C:6](C)[CH:5]=[C:4]([CH3:9])[C:3]=1S([O-])(=O)=O.[NH2:14][N+:15]1[CH:20]=[CH:19][C:18]([Br:21])=[CH:17][C:16]=1[NH2:22].C(Cl)(=O)C1C=CC=CC=1. The catalyst is N1C=CC=CC=1. The product is [Br:21][C:18]1[CH:19]=[CH:20][N:15]2[N:14]=[C:9]([C:4]3[CH:3]=[CH:2][CH:7]=[CH:6][CH:5]=3)[N:22]=[C:16]2[CH:17]=1. The yield is 0.616. (2) The reactants are [C:1]([NH:9][CH2:10][CH2:11][CH2:12]/[CH:13]=[CH:14]/[C:15]([NH:17][C:18]1[CH:23]=[CH:22][CH:21]=[CH:20][C:19]=1[NH:24]C(=O)OC(C)(C)C)=[O:16])(=[O:8])[C:2]1[CH:7]=[CH:6][CH:5]=[CH:4][CH:3]=1.Cl.C([O-])([O-])=O.[K+].[K+]. The catalyst is CC(O)C. The product is [NH2:24][C:19]1[CH:20]=[CH:21][CH:22]=[CH:23][C:18]=1[NH:17][C:15](=[O:16])/[CH:14]=[CH:13]/[CH2:12][CH2:11][CH2:10][NH:9][C:1](=[O:8])[C:2]1[CH:3]=[CH:4][CH:5]=[CH:6][CH:7]=1. The yield is 0.620.